The task is: Regression/Classification. Given a drug SMILES string, predict its absorption, distribution, metabolism, or excretion properties. Task type varies by dataset: regression for continuous measurements (e.g., permeability, clearance, half-life) or binary classification for categorical outcomes (e.g., BBB penetration, CYP inhibition). Dataset: cyp2c9_veith.. This data is from CYP2C9 inhibition data for predicting drug metabolism from PubChem BioAssay. (1) The molecule is COc1ccc2[nH]cc(CCNc3nc(-c4cccc(NS(C)(=O)=O)c4)nc4ccccc34)c2c1. The result is 1 (inhibitor). (2) The compound is O=c1cc(N2CCOCC2)oc2c(-c3ccccc3)cccc12. The result is 0 (non-inhibitor).